From a dataset of Reaction yield outcomes from USPTO patents with 853,638 reactions. Predict the reaction yield, written as a fraction of the theoretical maximum amount of product (1.0 means a 100% yield; for example, 0.34 means a 34% yield). (1) The reactants are [CH2:1]([O:3][C:4]1[CH:9]=[CH:8][C:7]([N:10]2[C:14]3[CH:15]=[CH:16][C:17]([C:19]#N)=[CH:18][C:13]=3[N:12]=[CH:11]2)=[CH:6][CH:5]=1)[CH3:2].[H-].C([Al+]CC(C)C)C(C)C.C1(C)C=CC=CC=1.C(C(C(C([O-])=O)O)O)([O-])=[O:39].[K+].[Na+]. The catalyst is ClCCl. The product is [CH2:1]([O:3][C:4]1[CH:9]=[CH:8][C:7]([N:10]2[C:14]3[CH:15]=[CH:16][C:17]([CH:19]=[O:39])=[CH:18][C:13]=3[N:12]=[CH:11]2)=[CH:6][CH:5]=1)[CH3:2]. The yield is 0.440. (2) The reactants are [OH:1][CH:2]1[CH2:6][CH2:5][NH:4][CH2:3]1.C[Si]([N:11]=[C:12]=[O:13])(C)C. The catalyst is C(O)(C)C. The product is [OH:1][CH:2]1[CH2:6][CH2:5][N:4]([C:12]([NH2:11])=[O:13])[CH2:3]1. The yield is 0.600. (3) The reactants are [CH3:1][O:2][C:3](=[O:16])[C:4]1[CH:9]=[C:8]([I:10])[C:7]([C:11]([F:14])([F:13])[F:12])=[CH:6][C:5]=1[NH2:15].[C:17](OC(=O)C)(=[O:19])[CH3:18].C(=O)([O-])O.[Na+]. The catalyst is C1(C)C=CC=CC=1.O. The product is [CH3:1][O:2][C:3](=[O:16])[C:4]1[CH:9]=[C:8]([I:10])[C:7]([C:11]([F:13])([F:14])[F:12])=[CH:6][C:5]=1[NH:15][C:17](=[O:19])[CH3:18]. The yield is 0.920. (4) The reactants are [F:1][C:2]([F:6])([F:5])[CH2:3][OH:4].[CH2:7]([O:14][C:15]([CH:17]1[CH2:22][CH2:21][CH:20]([CH2:23]O)[CH2:19][CH2:18]1)=[O:16])[C:8]1[CH:13]=[CH:12][CH:11]=[CH:10][CH:9]=1.N(C(N(C)C)=O)=NC(N(C)C)=O.C(P(CCCC)CCCC)CCC. The catalyst is C1(C)C=CC=CC=1. The product is [CH2:7]([O:14][C:15]([CH:17]1[CH2:22][CH2:21][CH:20]([CH2:23][O:4][CH2:3][C:2]([F:6])([F:5])[F:1])[CH2:19][CH2:18]1)=[O:16])[C:8]1[CH:13]=[CH:12][CH:11]=[CH:10][CH:9]=1. The yield is 0.950. (5) The reactants are [CH3:1][CH:2]([OH:6])[CH:3]([OH:5])[CH3:4].CCN(CC)CC.[CH3:14][S:15](Cl)(=[O:17])=[O:16]. The catalyst is C(Cl)Cl. The product is [CH3:14][S:15]([O:5][CH:3]([CH:2]([O:6][S:15]([CH3:14])(=[O:17])=[O:16])[CH3:1])[CH3:4])(=[O:17])=[O:16]. The yield is 0.980. (6) The reactants are Cl[C:2]1[N:3]=[N:4][C:5]2[C:6]3[CH:15]=[CH:14][CH:13]=[CH:12][C:7]=3[CH2:8][CH2:9][C:10]=2[CH:11]=1.[N:16]1[CH:21]=[CH:20][CH:19]=[CH:18][C:17]=1[N:22]1[CH2:27][CH2:26][NH:25][CH2:24][CH2:23]1.Cl.[NH4+]. No catalyst specified. The product is [N:16]1[CH:21]=[CH:20][CH:19]=[CH:18][C:17]=1[N:22]1[CH2:23][CH2:24][N:25]([C:2]2[N:3]=[N:4][C:5]3[C:6]4[CH:15]=[CH:14][CH:13]=[CH:12][C:7]=4[CH2:8][CH2:9][C:10]=3[CH:11]=2)[CH2:26][CH2:27]1. The yield is 0.811. (7) The reactants are [NH2:1][C:2]1[CH:3]=[CH:4][C:5]([O:11][C:12](=[O:15])[CH2:13][CH3:14])=[C:6]([CH:10]=1)[C:7]([OH:9])=[O:8].[F:16][C:17]1[C:24]([F:25])=[C:23]([C:26]([F:29])([F:28])[F:27])[C:22]([F:30])=[C:21]([F:31])[C:18]=1[CH2:19]Br. The catalyst is [I-].C([N+](CCCC)(CCCC)CCCC)CCC.CN(C=O)C. The product is [C:12]([O:11][C:5]1[CH:4]=[CH:3][C:2]([NH:1][CH2:19][C:18]2[C:21]([F:31])=[C:22]([F:30])[C:23]([C:26]([F:27])([F:29])[F:28])=[C:24]([F:25])[C:17]=2[F:16])=[CH:10][C:6]=1[C:7]([OH:9])=[O:8])(=[O:15])[CH2:13][CH3:14]. The yield is 0.510. (8) The reactants are [NH2:1][C:2]1[CH:7]=[CH:6][C:5]([S:8][C:9]2[CH:17]=[CH:16][C:12]([C:13]([OH:15])=[O:14])=[CH:11][C:10]=2[N+:18]([O-:20])=[O:19])=[CH:4][CH:3]=1.C/C(/O[Si](C)(C)C)=N\[Si](C)(C)C.N1C=CC=CC=1.[CH:39]1[C:51]2[CH:50]([CH2:52][O:53][C:54](Cl)=[O:55])[C:49]3[C:44](=[CH:45][CH:46]=[CH:47][CH:48]=3)[C:43]=2[CH:42]=[CH:41][CH:40]=1.Cl. The catalyst is C(Cl)Cl.O. The product is [CH:39]1[C:51]2[CH:50]([CH2:52][O:53][C:54]([NH:1][C:2]3[CH:3]=[CH:4][C:5]([S:8][C:9]4[CH:17]=[CH:16][C:12]([C:13]([OH:15])=[O:14])=[CH:11][C:10]=4[N+:18]([O-:20])=[O:19])=[CH:6][CH:7]=3)=[O:55])[C:49]3[C:44](=[CH:45][CH:46]=[CH:47][CH:48]=3)[C:43]=2[CH:42]=[CH:41][CH:40]=1. The yield is 0.730. (9) The yield is 0.524. The reactants are Cl.C(N=C=NCCCN(C)C)C.[CH:13]([C:15]1[NH:19][C:18]([CH3:20])=[C:17]([C:21]([OH:23])=O)[C:16]=1[CH3:24])=[O:14].ON1C2C=CC=CC=2N=N1.[CH2:35]([N:42]1[CH2:46][CH2:45][CH:44]([NH2:47])[CH2:43]1)[C:36]1[CH:41]=[CH:40][CH:39]=[CH:38][CH:37]=1. The catalyst is O.CN(C=O)C.C(N(CC)CC)C. The product is [CH2:35]([N:42]1[CH2:46][CH2:45][CH:44]([NH:47][C:21]([C:17]2[C:16]([CH3:24])=[C:15]([CH:13]=[O:14])[NH:19][C:18]=2[CH3:20])=[O:23])[CH2:43]1)[C:36]1[CH:37]=[CH:38][CH:39]=[CH:40][CH:41]=1. (10) The reactants are [CH:1]1[C:6]([C:7]([OH:9])=[O:8])=[CH:5][C:4]2[C:10](O[C:13](=[O:14])[C:3]=2[CH:2]=1)=[O:11].[NH2:15][NH2:16].Cl. The catalyst is C(O)(C)C. The product is [OH:14][C:13]1[C:3]2[C:4](=[CH:5][C:6]([C:7]([OH:9])=[O:8])=[CH:1][CH:2]=2)[C:10]([OH:11])=[N:16][N:15]=1. The yield is 0.950.